From a dataset of Full USPTO retrosynthesis dataset with 1.9M reactions from patents (1976-2016). Predict the reactants needed to synthesize the given product. Given the product [OH:15][C:16]1[CH:21]=[C:20]([OH:22])[CH:19]=[C:18]2[C:17]=1[C:27](=[O:28])[CH2:26][C:25]([CH3:30])([CH3:24])[O:23]2, predict the reactants needed to synthesize it. The reactants are: O=P12OP3(OP(OP(O3)(O1)=O)(=O)O2)=O.[OH:15][C:16]1[CH:21]=[C:20]([OH:22])[CH:19]=[C:18]([OH:23])[CH:17]=1.[CH3:24][C:25]([CH3:30])=[CH:26][C:27](O)=[O:28].